This data is from NCI-60 drug combinations with 297,098 pairs across 59 cell lines. The task is: Regression. Given two drug SMILES strings and cell line genomic features, predict the synergy score measuring deviation from expected non-interaction effect. (1) Drug 1: COC1=CC(=CC(=C1O)OC)C2C3C(COC3=O)C(C4=CC5=C(C=C24)OCO5)OC6C(C(C7C(O6)COC(O7)C8=CC=CS8)O)O. Drug 2: CC1=C(C(CCC1)(C)C)C=CC(=CC=CC(=CC(=O)O)C)C. Cell line: SF-295. Synergy scores: CSS=56.5, Synergy_ZIP=1.57, Synergy_Bliss=1.63, Synergy_Loewe=-22.6, Synergy_HSA=4.60. (2) Drug 1: CCC1(CC2CC(C3=C(CCN(C2)C1)C4=CC=CC=C4N3)(C5=C(C=C6C(=C5)C78CCN9C7C(C=CC9)(C(C(C8N6C=O)(C(=O)OC)O)OC(=O)C)CC)OC)C(=O)OC)O.OS(=O)(=O)O. Drug 2: CC(C)CN1C=NC2=C1C3=CC=CC=C3N=C2N. Cell line: TK-10. Synergy scores: CSS=-2.54, Synergy_ZIP=2.27, Synergy_Bliss=0.443, Synergy_Loewe=-0.996, Synergy_HSA=-2.75. (3) Drug 1: CC12CCC3C(C1CCC2=O)CC(=C)C4=CC(=O)C=CC34C. Drug 2: CC1C(C(=O)NC(C(=O)N2CCCC2C(=O)N(CC(=O)N(C(C(=O)O1)C(C)C)C)C)C(C)C)NC(=O)C3=C4C(=C(C=C3)C)OC5=C(C(=O)C(=C(C5=N4)C(=O)NC6C(OC(=O)C(N(C(=O)CN(C(=O)C7CCCN7C(=O)C(NC6=O)C(C)C)C)C)C(C)C)C)N)C. Cell line: M14. Synergy scores: CSS=37.4, Synergy_ZIP=6.08, Synergy_Bliss=5.87, Synergy_Loewe=5.55, Synergy_HSA=5.17. (4) Drug 1: COC1=NC(=NC2=C1N=CN2C3C(C(C(O3)CO)O)O)N. Drug 2: C1=NC2=C(N=C(N=C2N1C3C(C(C(O3)CO)O)F)Cl)N. Cell line: NCIH23. Synergy scores: CSS=27.2, Synergy_ZIP=0.180, Synergy_Bliss=3.08, Synergy_Loewe=-39.1, Synergy_HSA=-2.65. (5) Drug 2: CC1=C2C(C(=O)C3(C(CC4C(C3C(C(C2(C)C)(CC1OC(=O)C(C(C5=CC=CC=C5)NC(=O)C6=CC=CC=C6)O)O)OC(=O)C7=CC=CC=C7)(CO4)OC(=O)C)O)C)OC(=O)C. Drug 1: CC1=CC2C(CCC3(C2CCC3(C(=O)C)OC(=O)C)C)C4(C1=CC(=O)CC4)C. Cell line: SF-539. Synergy scores: CSS=35.0, Synergy_ZIP=0.264, Synergy_Bliss=0.704, Synergy_Loewe=-49.7, Synergy_HSA=0.690. (6) Drug 1: COC1=CC(=CC(=C1O)OC)C2C3C(COC3=O)C(C4=CC5=C(C=C24)OCO5)OC6C(C(C7C(O6)COC(O7)C8=CC=CS8)O)O. Drug 2: C1=C(C(=O)NC(=O)N1)N(CCCl)CCCl. Cell line: SNB-75. Synergy scores: CSS=33.0, Synergy_ZIP=-5.76, Synergy_Bliss=2.38, Synergy_Loewe=-0.689, Synergy_HSA=5.08. (7) Drug 1: C1CCC(CC1)NC(=O)N(CCCl)N=O. Drug 2: C(CCl)NC(=O)N(CCCl)N=O. Cell line: OVCAR-4. Synergy scores: CSS=5.36, Synergy_ZIP=-1.04, Synergy_Bliss=3.13, Synergy_Loewe=-0.232, Synergy_HSA=0.896.